Dataset: Reaction yield outcomes from USPTO patents with 853,638 reactions. Task: Predict the reaction yield, written as a fraction of the theoretical maximum amount of product (1.0 means a 100% yield; for example, 0.34 means a 34% yield). (1) The reactants are [CH2:1]([N:12]1[C:20](=[O:21])[C:19]2[C:14](=[CH:15][CH:16]=[CH:17][CH:18]=2)[C:13]1=[O:22])[CH2:2][CH2:3][CH2:4][CH2:5][CH2:6][CH2:7][CH2:8]CC=C.[Mn]([O-])(=O)(=O)=O.[K+].S(=O)(O)[O-].[Na+].[C:34]([OH:37])(=[O:36])[CH3:35]. The catalyst is CCCCCC.O. The product is [O:22]=[C:13]1[C:14]2[C:19](=[CH:18][CH:17]=[CH:16][CH:15]=2)[C:20](=[O:21])[N:12]1[CH2:1][CH2:2][CH2:3][CH2:4][CH2:5][CH2:6][CH2:7][CH2:8][CH2:35][C:34]([OH:37])=[O:36]. The yield is 0.610. (2) The reactants are C(N1[CH:12]=[CH:11][N:10]=[CH:9]1)([N:10]1[CH:11]=[CH:12]N=[CH:9]1)=O.[OH:13][CH2:14][C:15]1C=N[CH:18]=[CH:19][CH:20]=1.[NH2:21][C@@H:22]([CH2:44][C:45]1[CH:50]=[CH:49][CH:48]=[CH:47][CH:46]=1)[C@H:23]([OH:43])[CH2:24][N:25](OC1CCCC1)[S:26]([C:29]1[CH:34]=[CH:33][C:32]([O:35][CH3:36])=[CH:31][CH:30]=1)(=[O:28])=[O:27].F[C:52](F)(F)[C:53](O)=O.[C:58]([O:61][CH2:62]C)(=[O:60])C. No catalyst specified. The product is [CH2:44]([C@H:22]([NH:21][C:58](=[O:60])[O:61][CH2:62][C:12]1[CH:11]=[N:10][CH:9]=[CH:52][CH:53]=1)[C@@H:23]([OH:43])[CH:24]([NH:25][S:26]([C:29]1[CH:30]=[CH:31][C:32]([O:35][CH3:36])=[CH:33][CH:34]=1)(=[O:27])=[O:28])[O:13][CH:14]1[CH2:15][CH2:20][CH2:19][CH2:18]1)[C:45]1[CH:50]=[CH:49][CH:48]=[CH:47][CH:46]=1. The yield is 0.410. (3) The reactants are [OH:1][CH2:2][CH2:3][CH2:4][CH2:5][CH2:6][NH:7][C:8](=[O:14])[O:9][C:10]([CH3:13])([CH3:12])[CH3:11].C(N(CC)CC)C.[CH3:22][S:23](Cl)(=[O:25])=[O:24]. The catalyst is ClCCl. The product is [CH3:22][S:23]([O:1][CH2:2][CH2:3][CH2:4][CH2:5][CH2:6][NH:7][C:8]([O:9][C:10]([CH3:11])([CH3:13])[CH3:12])=[O:14])(=[O:25])=[O:24]. The yield is 1.00. (4) The reactants are CC1(C)[O:6][CH:5]([C:7]2[CH:8]=[CH:9][C:10]3[C:19]4([N:20]5[CH2:25][CH2:24][O:23][CH2:22][CH2:21]5)[CH:15]([C:16]([C:26]5[O:30][N:29]=[C:28]([C:31]6[CH:36]=[CH:35][CH:34]=[CH:33][CH:32]=6)[C:27]=5[C:37]([F:40])([F:39])[F:38])=[N:17][O:18]4)[CH2:14][O:13][C:11]=3[CH:12]=2)[CH2:4][O:3]1.C(O)(C(F)(F)F)=O. No catalyst specified. The product is [O:23]1[CH2:24][CH2:25][N:20]([C:19]23[C:10]4[CH:9]=[CH:8][C:7]([CH:5]([OH:6])[CH2:4][OH:3])=[CH:12][C:11]=4[O:13][CH2:14][CH:15]2[C:16]([C:26]2[O:30][N:29]=[C:28]([C:31]4[CH:36]=[CH:35][CH:34]=[CH:33][CH:32]=4)[C:27]=2[C:37]([F:40])([F:38])[F:39])=[N:17][O:18]3)[CH2:21][CH2:22]1. The yield is 1.00. (5) The reactants are CCN(C(C)C)C(C)C.[OH:10][C:11]1[CH:12]=[CH:13][CH:14]=[C:15]2[C:20]=1[O:19][C:18](=[O:21])[C:17]([C:22]([OH:24])=O)=[CH:16]2.CN(C(ON1N=NC2C=CC=NC1=2)=[N+](C)C)C.F[P-](F)(F)(F)(F)F.[CH3:49][O:50][C:51]1[CH:56]=[CH:55][C:54]([C:57]2[CH:62]=[CH:61][CH:60]=[C:59]([NH2:63])[CH:58]=2)=[CH:53][CH:52]=1. The catalyst is CN(C=O)C. The product is [CH3:49][O:50][C:51]1[CH:52]=[CH:53][C:54]([C:57]2[CH:62]=[CH:61][CH:60]=[C:59]([NH:63][C:22]([C:17]3[C:18](=[O:21])[O:19][C:20]4[C:15]([CH:16]=3)=[CH:14][CH:13]=[CH:12][C:11]=4[OH:10])=[O:24])[CH:58]=2)=[CH:55][CH:56]=1. The yield is 0.520. (6) The reactants are Br[C:2]1[CH:7]=[CH:6][C:5]([S:8]([N:11]2[CH2:15][CH2:14][CH2:13][C@@H:12]2[CH2:16][OH:17])(=[O:10])=[O:9])=[CH:4][CH:3]=1.[NH2:18][C:19]1[CH:20]=[C:21](B(O)O)[CH:22]=[CH:23][CH:24]=1.C(=O)([O-])[O-].[K+].[K+].O. The catalyst is CN(C=O)C.C1C=CC([P]([Pd]([P](C2C=CC=CC=2)(C2C=CC=CC=2)C2C=CC=CC=2)([P](C2C=CC=CC=2)(C2C=CC=CC=2)C2C=CC=CC=2)[P](C2C=CC=CC=2)(C2C=CC=CC=2)C2C=CC=CC=2)(C2C=CC=CC=2)C2C=CC=CC=2)=CC=1. The product is [NH2:18][C:19]1[CH:24]=[C:23]([C:2]2[CH:7]=[CH:6][C:5]([S:8]([N:11]3[CH2:15][CH2:14][CH2:13][C@@H:12]3[CH2:16][OH:17])(=[O:10])=[O:9])=[CH:4][CH:3]=2)[CH:22]=[CH:21][CH:20]=1. The yield is 0.490. (7) The reactants are Cl[C:2]1[C:7]([N+:8]([O-:10])=[O:9])=[CH:6][CH:5]=[C:4](Cl)[N:3]=1.[NH3:12].[CH3:13][OH:14]. No catalyst specified. The product is [NH2:12][C:2]1[C:7]([N+:8]([O-:10])=[O:9])=[CH:6][CH:5]=[C:4]([O:14][CH3:13])[N:3]=1. The yield is 0.565. (8) The reactants are C(OC([NH:8][C:9]1[S:10][C:11]2[CH:17]=[C:16]([O:18][S:19]([C:22]3[S:23][CH:24]=[CH:25][CH:26]=3)(=[O:21])=[O:20])[CH:15]=[CH:14][C:12]=2[N:13]=1)=O)(C)(C)C.FC(F)(F)C(O)=O. The catalyst is ClCCl.O. The product is [NH2:8][C:9]1[S:10][C:11]2[CH:17]=[C:16]([O:18][S:19]([C:22]3[S:23][CH:24]=[CH:25][CH:26]=3)(=[O:21])=[O:20])[CH:15]=[CH:14][C:12]=2[N:13]=1. The yield is 0.760. (9) The reactants are [N:1]1([C:7]([CH2:9][O:10][C:11]2[CH:16]=[CH:15][C:14]([C:17]([CH3:20])([CH3:19])[CH3:18])=[CH:13][C:12]=2[N+:21]([O-])=O)=[O:8])[CH2:6][CH2:5][O:4][CH2:3][CH2:2]1.CCO. The catalyst is CCOC(C)=O.[Pd]. The product is [N:1]1([C:7]([CH2:9][O:10][C:11]2[CH:16]=[CH:15][C:14]([C:17]([CH3:20])([CH3:19])[CH3:18])=[CH:13][C:12]=2[NH2:21])=[O:8])[CH2:6][CH2:5][O:4][CH2:3][CH2:2]1. The yield is 0.980.